Dataset: Full USPTO retrosynthesis dataset with 1.9M reactions from patents (1976-2016). Task: Predict the reactants needed to synthesize the given product. (1) Given the product [F:1][C:2]1[C:10]([CH3:11])=[CH:9][CH:8]=[C:7]([N:12]2[N:16]=[CH:15][CH:14]=[N:13]2)[C:3]=1[C:4]([N:20]1[CH2:21][CH2:22][CH2:23][C@@H:18]([CH3:17])[C@H:19]1[CH2:24][NH:25][C:37]1[CH:42]=[CH:41][C:40]([C:43]([F:46])([F:45])[F:44])=[CH:39][N:38]=1)=[O:6], predict the reactants needed to synthesize it. The reactants are: [F:1][C:2]1[C:10]([CH3:11])=[CH:9][CH:8]=[C:7]([N:12]2[N:16]=[CH:15][CH:14]=[N:13]2)[C:3]=1[C:4]([OH:6])=O.[CH3:17][C@@H:18]1[CH2:23][CH2:22][CH2:21][NH:20][C@@H:19]1[CH2:24][N:25]1C(=O)C2C(=CC=CC=2)C1=O.F[C:37]1[CH:42]=[CH:41][C:40]([C:43]([F:46])([F:45])[F:44])=[CH:39][N:38]=1. (2) Given the product [CH:13]1([NH:18][C:8]([CH:7]2[CH2:6][CH2:5][CH2:4][NH:3][C:2]2=[O:1])=[O:10])[CH2:17][CH2:16][CH2:15][CH2:14]1, predict the reactants needed to synthesize it. The reactants are: [O:1]=[C:2]1[CH:7]([C:8]([O:10]CC)=O)[CH2:6][CH2:5][CH2:4][NH:3]1.[CH:13]1([NH2:18])[CH2:17][CH2:16][CH2:15][CH2:14]1. (3) Given the product [F:15][C:5]([F:16])([C:6]1[CH:7]=[CH:8][C:9]([N+:12]([O-:14])=[O:13])=[CH:10][CH:11]=1)[C:4]([OH:17])=[O:3], predict the reactants needed to synthesize it. The reactants are: C([O:3][C:4](=[O:17])[C:5]([F:16])([F:15])[C:6]1[CH:11]=[CH:10][C:9]([N+:12]([O-:14])=[O:13])=[CH:8][CH:7]=1)C.[OH-].[Na+].Cl. (4) Given the product [CH2:12]([N:4]1[C:5]2=[N:6][C:7]([F:11])=[CH:8][CH:9]=[C:10]2[C:2]([N:20]2[CH2:19][CH2:18][N:17]([C:21]([O:23][C:24]([CH3:26])([CH3:25])[CH3:27])=[O:22])[CH2:16][C:15]2=[O:14])=[CH:3]1)[CH3:13], predict the reactants needed to synthesize it. The reactants are: Br[C:2]1[C:10]2[C:5](=[N:6][C:7]([F:11])=[CH:8][CH:9]=2)[N:4]([CH2:12][CH3:13])[CH:3]=1.[O:14]=[C:15]1[NH:20][CH2:19][CH2:18][N:17]([C:21]([O:23][C:24]([CH3:27])([CH3:26])[CH3:25])=[O:22])[CH2:16]1.CNCCNC.P([O-])([O-])([O-])=O.[K+].[K+].[K+]. (5) Given the product [OH:7][C:6]1[CH:8]=[CH:9][CH:10]=[C:11]([C:12]2[CH:22]=[CH:21][CH:20]=[C:14]([C:15]([O:17][CH3:18])=[O:16])[CH:13]=2)[C:5]=1[C:4]([O:3][CH3:2])=[O:23], predict the reactants needed to synthesize it. The reactants are: C[C:2]1(C)[O:7][C:6]2[CH:8]=[CH:9][CH:10]=[C:11]([C:12]3[CH:13]=[C:14]([CH:20]=[CH:21][CH:22]=3)[C:15]([O:17][CH2:18]C)=[O:16])[C:5]=2[C:4](=[O:23])[O:3]1.C[O-].[Na+].